From a dataset of NCI-60 drug combinations with 297,098 pairs across 59 cell lines. Regression. Given two drug SMILES strings and cell line genomic features, predict the synergy score measuring deviation from expected non-interaction effect. (1) Drug 1: CCC(=C(C1=CC=CC=C1)C2=CC=C(C=C2)OCCN(C)C)C3=CC=CC=C3.C(C(=O)O)C(CC(=O)O)(C(=O)O)O. Drug 2: CC1C(C(CC(O1)OC2CC(CC3=C2C(=C4C(=C3O)C(=O)C5=C(C4=O)C(=CC=C5)OC)O)(C(=O)CO)O)N)O.Cl. Cell line: SNB-19. Synergy scores: CSS=42.4, Synergy_ZIP=-3.09, Synergy_Bliss=-3.36, Synergy_Loewe=-15.0, Synergy_HSA=-0.618. (2) Drug 1: C1C(C(OC1N2C=C(C(=O)NC2=O)F)CO)O. Drug 2: CC1=C(C(=O)C2=C(C1=O)N3CC4C(C3(C2COC(=O)N)OC)N4)N. Cell line: LOX IMVI. Synergy scores: CSS=47.4, Synergy_ZIP=-1.46, Synergy_Bliss=-2.19, Synergy_Loewe=3.26, Synergy_HSA=4.14. (3) Drug 1: C1=CC(=C2C(=C1NCCNCCO)C(=O)C3=C(C=CC(=C3C2=O)O)O)NCCNCCO. Drug 2: CC(C)CN1C=NC2=C1C3=CC=CC=C3N=C2N. Cell line: MCF7. Synergy scores: CSS=36.6, Synergy_ZIP=7.82, Synergy_Bliss=6.25, Synergy_Loewe=-10.6, Synergy_HSA=4.54. (4) Drug 1: CC1=C2C(C(=O)C3(C(CC4C(C3C(C(C2(C)C)(CC1OC(=O)C(C(C5=CC=CC=C5)NC(=O)OC(C)(C)C)O)O)OC(=O)C6=CC=CC=C6)(CO4)OC(=O)C)O)C)O. Drug 2: CN(C(=O)NC(C=O)C(C(C(CO)O)O)O)N=O. Cell line: SN12C. Synergy scores: CSS=11.7, Synergy_ZIP=-2.89, Synergy_Bliss=-2.87, Synergy_Loewe=-26.8, Synergy_HSA=-10.9.